From a dataset of Forward reaction prediction with 1.9M reactions from USPTO patents (1976-2016). Predict the product of the given reaction. (1) Given the reactants O1CCOCC1.P([O-])([O-])([O-])=O.[K+].[K+].[K+].[CH3:15][N:16]1[C:20](B2OC(C)(C)C(C)(C)O2)=[CH:19][CH:18]=[N:17]1.Br[C:31]1[N:36]=[C:35]([NH2:37])[CH:34]=[C:33]([CH3:38])[CH:32]=1, predict the reaction product. The product is: [CH3:38][C:33]1[CH:32]=[C:31]([C:20]2[N:16]([CH3:15])[N:17]=[CH:18][CH:19]=2)[N:36]=[C:35]([NH2:37])[CH:34]=1. (2) The product is: [CH:5]([O:8][C:9]([N:11]1[CH2:17][CH2:16][CH2:15][CH:14]([N:18]([C:1](=[O:3])[CH3:2])[CH2:19][C:20]2[CH:21]=[C:22]([C:30]([F:33])([F:31])[F:32])[CH:23]=[C:24]([C:26]([F:28])([F:29])[F:27])[CH:25]=2)[C:13]2[CH:34]=[CH:35][C:36]([Cl:39])=[C:37]([CH3:38])[C:12]1=2)=[O:10])([CH3:7])[CH3:6]. Given the reactants [C:1](Cl)(=[O:3])[CH3:2].[CH:5]([O:8][C:9]([N:11]1[CH2:17][CH2:16][CH2:15][CH:14]([NH:18][CH2:19][C:20]2[CH:25]=[C:24]([C:26]([F:29])([F:28])[F:27])[CH:23]=[C:22]([C:30]([F:33])([F:32])[F:31])[CH:21]=2)[C:13]2[CH:34]=[CH:35][C:36]([Cl:39])=[C:37]([CH3:38])[C:12]1=2)=[O:10])([CH3:7])[CH3:6].N1C=CC=CC=1, predict the reaction product.